Dataset: Forward reaction prediction with 1.9M reactions from USPTO patents (1976-2016). Task: Predict the product of the given reaction. (1) Given the reactants [I:1][C:2]1[CH:7]=[CH:6][CH:5]=[C:4](/[CH:8]=[CH:9]/[C:10]2[CH:15]=[CH:14][C:13]([O:16]C)=[CH:12][CH:11]=2)[CH:3]=1.B(Br)(Br)Br.O, predict the reaction product. The product is: [I:1][C:2]1[CH:3]=[C:4]([CH:5]=[CH:6][CH:7]=1)/[CH:8]=[CH:9]/[C:10]1[CH:15]=[CH:14][C:13]([OH:16])=[CH:12][CH:11]=1. (2) Given the reactants [CH:1]1([CH2:4][C:5]#[N:6])[CH2:3][CH2:2]1.[Li]CCCC.[O:12]=[C:13]1[CH2:18][CH2:17][N:16]([C:19]2[CH:24]=[CH:23][C:22]([N:25]3[CH2:29][C@H:28]([CH2:30][NH:31][C:32](=[O:34])[CH3:33])[O:27][C:26]3=[O:35])=[CH:21][C:20]=2[F:36])[CH2:15][CH2:14]1, predict the reaction product. The product is: [CH:1]1([CH:4]([C:13]2([OH:12])[CH2:14][CH2:15][N:16]([C:19]3[CH:24]=[CH:23][C:22]([N:25]4[CH2:29][C@H:28]([CH2:30][NH:31][C:32](=[O:34])[CH3:33])[O:27][C:26]4=[O:35])=[CH:21][C:20]=3[F:36])[CH2:17][CH2:18]2)[C:5]#[N:6])[CH2:3][CH2:2]1. (3) Given the reactants [C:1]([C:3]1[CH:4]=[CH:5][C:6]([NH:12][C:13]([C:15]2[CH:16]=[N:17][CH:18]=[C:19]([O:21][C:22]3[CH:27]=[CH:26][CH:25]=[CH:24][CH:23]=3)[CH:20]=2)=[O:14])=[C:7]([CH:11]=1)[C:8]([O-:10])=[O:9])#[N:2].[Li+].[OH-].CCOC(C)=O.Cl, predict the reaction product. The product is: [C:1]([C:3]1[CH:4]=[CH:5][C:6]([NH:12][C:13]([C:15]2[CH:16]=[N:17][CH:18]=[C:19]([O:21][C:22]3[CH:27]=[CH:26][CH:25]=[CH:24][CH:23]=3)[CH:20]=2)=[O:14])=[C:7]([CH:11]=1)[C:8]([OH:10])=[O:9])#[N:2]. (4) Given the reactants [I:1][C:2]1[CH:3]=[CH:4][C:5]2[N:6]([CH:8]=[C:9]([NH2:11])[N:10]=2)[N:7]=1.[CH:12]1([C:15](Cl)=[O:16])[CH2:14][CH2:13]1.O, predict the reaction product. The product is: [I:1][C:2]1[CH:3]=[CH:4][C:5]2[N:6]([CH:8]=[C:9]([NH:11][C:15]([CH:12]3[CH2:14][CH2:13]3)=[O:16])[N:10]=2)[N:7]=1. (5) Given the reactants [OH:1][N:2]=[C:3]([C:10]1[N:14]([CH3:15])[N:13]=[N:12][N:11]=1)[C:4]1[CH:9]=[CH:8][CH:7]=[CH:6][CH:5]=1.C(=O)([O-])[O-].[Cs+].[Cs+].[I-].[Na+].[Br:24][C:25]1[S:26][CH:27]=[C:28]([CH2:30]Br)[N:29]=1, predict the reaction product. The product is: [Br:24][C:25]1[S:26][CH:27]=[C:28]([CH2:30][O:1][N:2]=[C:3]([C:10]2[N:14]([CH3:15])[N:13]=[N:12][N:11]=2)[C:4]2[CH:5]=[CH:6][CH:7]=[CH:8][CH:9]=2)[N:29]=1. (6) Given the reactants [F:1][C:2]1[CH:3]=[C:4]([CH:6]=[CH:7][CH:8]=1)[NH2:5].[CH2:9]=[O:10].[NH:11]1[C:15]2[CH:16]=[CH:17][CH:18]=[CH:19][C:14]=2[N:13]=[N:12]1, predict the reaction product. The product is: [F:1][C:2]1[CH:3]=[C:4]([CH:6]=[CH:7][CH:8]=1)[NH:5][CH3:14].[OH:10][CH2:9][N:11]1[C:15]2[CH:16]=[CH:17][CH:18]=[CH:19][C:14]=2[N:13]=[N:12]1.[F:1][C:2]1[CH:3]=[C:4]([CH:6]=[CH:7][CH:8]=1)[NH:5][CH2:9][N:11]1[C:15]2[CH:16]=[CH:17][CH:18]=[CH:19][C:14]=2[N:13]=[N:12]1. (7) Given the reactants C([O:3][C:4](=[O:42])[CH2:5][N:6]([CH2:38][CH:39]1[CH2:41][CH2:40]1)[S:7]([C:10]1[CH:15]=[CH:14][C:13]([N:16]2[CH2:21][CH2:20][CH:19]([NH:22][CH2:23][C@H:24]([OH:37])[C:25]3[CH:30]=[CH:29][C:28]([OH:31])=[C:27]([NH:32][S:33]([CH3:36])(=[O:35])=[O:34])[CH:26]=3)[CH2:18][CH2:17]2)=[CH:12][CH:11]=1)(=[O:9])=[O:8])C.O.[OH-].[Li+].C(O)(=O)C, predict the reaction product. The product is: [CH:39]1([CH2:38][N:6]([CH2:5][C:4]([OH:42])=[O:3])[S:7]([C:10]2[CH:15]=[CH:14][C:13]([N:16]3[CH2:17][CH2:18][CH:19]([NH:22][CH2:23][C@H:24]([OH:37])[C:25]4[CH:30]=[CH:29][C:28]([OH:31])=[C:27]([NH:32][S:33]([CH3:36])(=[O:34])=[O:35])[CH:26]=4)[CH2:20][CH2:21]3)=[CH:12][CH:11]=2)(=[O:9])=[O:8])[CH2:41][CH2:40]1. (8) Given the reactants Cl.[C:2]1([CH2:8][CH2:9][C:10]2[N:11]=[C:12]([CH:15]3[CH2:20][CH2:19][NH:18][CH2:17][CH2:16]3)[S:13][CH:14]=2)[CH:7]=[CH:6][CH:5]=[CH:4][CH:3]=1.[Cl:21][C:22]1[N:26]([CH3:27])[N:25]=[CH:24][C:23]=1[CH2:28][C:29](O)=[O:30], predict the reaction product. The product is: [Cl:21][C:22]1[N:26]([CH3:27])[N:25]=[CH:24][C:23]=1[CH2:28][C:29]([N:18]1[CH2:19][CH2:20][CH:15]([C:12]2[S:13][CH:14]=[C:10]([CH2:9][CH2:8][C:2]3[CH:7]=[CH:6][CH:5]=[CH:4][CH:3]=3)[N:11]=2)[CH2:16][CH2:17]1)=[O:30]. (9) Given the reactants [CH2:1]([C:3]1[CH:23]=[CH:22][C:6]([CH2:7][O:8][C:9]2[CH:14]=[CH:13][C:12]([N+:15]([O-])=O)=[CH:11][C:10]=2[C:18](=[O:21])[CH2:19][CH3:20])=[CH:5][CH:4]=1)[CH3:2], predict the reaction product. The product is: [NH2:15][C:12]1[CH:13]=[CH:14][C:9]([O:8][CH2:7][C:6]2[CH:5]=[CH:4][C:3]([CH2:1][CH3:2])=[CH:23][CH:22]=2)=[C:10]([C:18](=[O:21])[CH2:19][CH3:20])[CH:11]=1. (10) Given the reactants [N+:1]([C:4]1[CH:5]=[C:6]2[C:10](=[CH:11][CH:12]=1)[NH:9][N:8]=[C:7]2[NH:13][CH2:14][C:15]1[S:16][CH:17]=[CH:18][N:19]=1)([O-])=O, predict the reaction product. The product is: [S:16]1[CH:17]=[CH:18][N:19]=[C:15]1[CH2:14][NH:13][C:7]1[C:6]2[C:10](=[CH:11][CH:12]=[C:4]([NH2:1])[CH:5]=2)[NH:9][N:8]=1.